Dataset: Reaction yield outcomes from USPTO patents with 853,638 reactions. Task: Predict the reaction yield, written as a fraction of the theoretical maximum amount of product (1.0 means a 100% yield; for example, 0.34 means a 34% yield). The reactants are [C:1]([O:5][C:6]([N:8]1[CH2:12][CH2:11][CH2:10][C@@H:9]1[CH2:13][O:14][C:15]1[CH:20]=[CH:19][C:18]([OH:21])=[CH:17][CH:16]=1)=[O:7])([CH3:4])([CH3:3])[CH3:2].[F:22][C:23]([F:33])([F:32])[C:24]1[CH:31]=[CH:30][C:27]([CH2:28]Br)=[CH:26][CH:25]=1. No catalyst specified. The product is [C:1]([O:5][C:6]([N:8]1[CH2:12][CH2:11][CH2:10][C@@H:9]1[CH2:13][O:14][C:15]1[CH:20]=[CH:19][C:18]([O:21][CH2:28][C:27]2[CH:26]=[CH:25][C:24]([C:23]([F:22])([F:32])[F:33])=[CH:31][CH:30]=2)=[CH:17][CH:16]=1)=[O:7])([CH3:4])([CH3:2])[CH3:3]. The yield is 0.600.